Dataset: Peptide-MHC class II binding affinity with 134,281 pairs from IEDB. Task: Regression. Given a peptide amino acid sequence and an MHC pseudo amino acid sequence, predict their binding affinity value. This is MHC class II binding data. (1) The peptide sequence is ERFAVNPGLLETSEGCR. The MHC is HLA-DQA10104-DQB10503 with pseudo-sequence HLA-DQA10104-DQB10503. The binding affinity (normalized) is 0.279. (2) The peptide sequence is QDELIGRGRVSPGNG. The MHC is HLA-DQA10303-DQB10402 with pseudo-sequence HLA-DQA10303-DQB10402. The binding affinity (normalized) is 0.222. (3) The peptide sequence is TNTFVLKKEVSETQH. The MHC is DRB1_1101 with pseudo-sequence DRB1_1101. The binding affinity (normalized) is 0.385. (4) The MHC is HLA-DQA10102-DQB10502 with pseudo-sequence HLA-DQA10102-DQB10502. The peptide sequence is IGTGDDCISIGPGST. The binding affinity (normalized) is 0. (5) The peptide sequence is QAVLTATNFFGINTI. The MHC is DRB1_1101 with pseudo-sequence DRB1_1101. The binding affinity (normalized) is 0.235. (6) The binding affinity (normalized) is 0. The peptide sequence is NLWKMKTGRRGSANG. The MHC is HLA-DQA10201-DQB10303 with pseudo-sequence HLA-DQA10201-DQB10303.